Dataset: Forward reaction prediction with 1.9M reactions from USPTO patents (1976-2016). Task: Predict the product of the given reaction. Given the reactants [OH:1][C:2]1[CH:36]=[CH:35][C:5]([C:6]([CH2:8][NH:9][C:10]2[CH:15]=[C:14]([O:16][CH3:17])[CH:13]=[CH:12][C:11]=2[CH:18]2[CH2:27][CH2:26][C:25]3[CH:24]=[C:23]([O:28]C(=O)C(C)(C)C)[CH:22]=[CH:21][C:20]=3[CH2:19]2)=O)=[CH:4][CH:3]=1.Cl[CH2:38][C:39]([N:41]1[CH2:50][CH2:49][C:44]2([O:48][CH2:47][CH2:46][O:45]2)[CH2:43][CH2:42]1)=O, predict the reaction product. The product is: [O:48]1[C:44]2([CH2:49][CH2:50][N:41]([CH2:39][CH2:38][O:1][C:2]3[CH:36]=[CH:35][C:5]([CH2:6][CH2:8][NH:9][C:10]4[CH:15]=[C:14]([O:16][CH3:17])[CH:13]=[CH:12][C:11]=4[CH:18]4[CH2:27][CH2:26][C:25]5[CH:24]=[C:23]([OH:28])[CH:22]=[CH:21][C:20]=5[CH2:19]4)=[CH:4][CH:3]=3)[CH2:42][CH2:43]2)[O:45][CH2:46][CH2:47]1.